Predict the product of the given reaction. From a dataset of Forward reaction prediction with 1.9M reactions from USPTO patents (1976-2016). (1) The product is: [CH3:9][O:10][C:11]1[CH:12]=[C:13]([CH:19]([NH:35][C:36]2[CH:41]=[CH:40][C:39]([C:42]3[N:46]=[C:45]([CH3:47])[O:44][N:43]=3)=[CH:38][CH:37]=2)[C:20]2[NH:24][C:23](=[O:25])[N:22]([C:26]3[CH:34]=[CH:33][CH:32]=[CH:31][C:27]=3[C:28]([OH:30])=[O:29])[N:21]=2)[CH:14]=[CH:15][C:16]=1[O:17][CH3:18]. Given the reactants [B-]C#N.[Na+].C(O)(=O)C.[CH3:9][O:10][C:11]1[CH:12]=[C:13]([C:19](=[N:35][C:36]2[CH:41]=[CH:40][C:39]([C:42]3[N:46]=[C:45]([CH3:47])[O:44][N:43]=3)=[CH:38][CH:37]=2)[C:20]2[NH:24][C:23](=[O:25])[N:22]([C:26]3[CH:34]=[CH:33][CH:32]=[CH:31][C:27]=3[C:28]([OH:30])=[O:29])[N:21]=2)[CH:14]=[CH:15][C:16]=1[O:17][CH3:18].Cl, predict the reaction product. (2) Given the reactants [NH2:1][C:2]1[CH:10]=[CH:9][CH:8]=[C:7]2[C:3]=1[C:4](=[O:21])[N:5]([C:12]1([CH3:20])[CH2:17][CH2:16][C:15](=[O:18])[NH:14][C:13]1=[O:19])[C:6]2=[O:11].[C:22](Cl)(=[O:27])[CH2:23][CH2:24][CH2:25][CH3:26].CO, predict the reaction product. The product is: [CH3:20][C:12]1([N:5]2[C:4](=[O:21])[C:3]3[C:7](=[CH:8][CH:9]=[CH:10][C:2]=3[NH:1][C:22](=[O:27])[CH2:23][CH2:24][CH2:25][CH3:26])[C:6]2=[O:11])[CH2:17][CH2:16][C:15](=[O:18])[NH:14][C:13]1=[O:19]. (3) Given the reactants [Cl:1][C:2]1[CH:3]=[CH:4][C:5]([C:8]([OH:10])=O)=[N:6][CH:7]=1.[NH2:11][C:12]1[C:13](=[O:29])[N:14]([CH3:28])[CH2:15][C:16]([CH3:27])([C:18]2[CH:23]=[CH:22][CH:21]=[C:20]([N+:24]([O-])=O)[CH:19]=2)[N:17]=1.CN(C)C1C=CC=CC=1.CN(C(ON1N=NC2C=CC=NC1=2)=[N+](C)C)C.F[P-](F)(F)(F)(F)F, predict the reaction product. The product is: [NH2:11][C:12]1[C:13](=[O:29])[N:14]([CH3:28])[CH2:15][C:16]([C:18]2[CH:19]=[C:20]([NH:24][C:8]([C:5]3[CH:4]=[CH:3][C:2]([Cl:1])=[CH:7][N:6]=3)=[O:10])[CH:21]=[CH:22][CH:23]=2)([CH3:27])[N:17]=1. (4) Given the reactants Cl[C:2]1[C:3]2[CH:11]=[CH:10][C:9]([CH3:12])=[N:8][C:4]=2[N:5]=[CH:6][N:7]=1.[C:13]([N:20]1[CH2:25][CH2:24][NH:23][CH2:22][CH2:21]1)([O:15][C:16]([CH3:19])([CH3:18])[CH3:17])=[O:14], predict the reaction product. The product is: [C:16]([O:15][C:13]([N:20]1[CH2:25][CH2:24][N:23]([C:2]2[C:3]3[CH:11]=[CH:10][C:9]([CH3:12])=[N:8][C:4]=3[N:5]=[CH:6][N:7]=2)[CH2:22][CH2:21]1)=[O:14])([CH3:19])([CH3:17])[CH3:18].